This data is from Forward reaction prediction with 1.9M reactions from USPTO patents (1976-2016). The task is: Predict the product of the given reaction. Given the reactants [C:1]([O-])(=O)C.[K+].Br[C:7]1[CH:8]=[C:9]([CH:12]=[CH:13][C:14]=1[CH:15]1[NH:20][C:19](=[O:21])[N:18]([C:22]2[CH:27]=[CH:26][CH:25]=[C:24]([C:28]([F:31])([F:30])[F:29])[CH:23]=2)[C:17]2[CH2:32][CH2:33][NH:34][C:35](=[O:36])[C:16]1=2)[C:10]#[N:11].[B:37]1(B2OC(C)(C)C(C)(C)O2)[O:41]C(C)(C)C(C)(C)[O:38]1, predict the reaction product. The product is: [C:10]([C:9]1[CH:12]=[CH:13][C:14]([CH:15]2[N:20]([CH3:1])[C:19](=[O:21])[N:18]([C:22]3[CH:27]=[CH:26][CH:25]=[C:24]([C:28]([F:31])([F:30])[F:29])[CH:23]=3)[C:17]3[CH2:32][CH2:33][NH:34][C:35](=[O:36])[C:16]2=3)=[C:7]([B:37]([OH:41])[OH:38])[CH:8]=1)#[N:11].